Dataset: NCI-60 drug combinations with 297,098 pairs across 59 cell lines. Task: Regression. Given two drug SMILES strings and cell line genomic features, predict the synergy score measuring deviation from expected non-interaction effect. Drug 1: CC1=C2C(C(=O)C3(C(CC4C(C3C(C(C2(C)C)(CC1OC(=O)C(C(C5=CC=CC=C5)NC(=O)OC(C)(C)C)O)O)OC(=O)C6=CC=CC=C6)(CO4)OC(=O)C)OC)C)OC. Drug 2: CC(C)CN1C=NC2=C1C3=CC=CC=C3N=C2N. Cell line: A549. Synergy scores: CSS=25.9, Synergy_ZIP=2.44, Synergy_Bliss=-3.81, Synergy_Loewe=-30.2, Synergy_HSA=-4.40.